Dataset: Forward reaction prediction with 1.9M reactions from USPTO patents (1976-2016). Task: Predict the product of the given reaction. (1) Given the reactants CN(C)C=O.[CH:6]1([O:10][CH2:11][C:12]2[C:20]3[C:19](=[O:21])[N:18](COCC[Si](C)(C)C)[N:17]=[CH:16][C:15]=3[NH:14][C:13]=2[C:30]2[CH:35]=[CH:34][C:33]([O:36][CH:37]([F:39])[F:38])=[C:32]([O:40][CH:41]3[CH2:43][CH2:42]3)[CH:31]=2)[CH2:9][CH2:8][CH2:7]1.[Br-].[Li+].C(N)CN.[F-].C([N+](CCCC)(CCCC)CCCC)CCC, predict the reaction product. The product is: [CH:6]1([O:10][CH2:11][C:12]2[C:20]3[C:19](=[O:21])[NH:18][N:17]=[CH:16][C:15]=3[NH:14][C:13]=2[C:30]2[CH:35]=[CH:34][C:33]([O:36][CH:37]([F:39])[F:38])=[C:32]([O:40][CH:41]3[CH2:43][CH2:42]3)[CH:31]=2)[CH2:9][CH2:8][CH2:7]1. (2) Given the reactants [CH:1]1[CH:6]=[C:5]2[CH:7]=[CH:8][CH:9]=[C:10]([CH2:11][N:12]=[C:13]=[S:14])[C:4]2=[CH:3][CH:2]=1.[NH2:15][CH2:16][CH:17]1[CH2:22][CH2:21][NH:20][CH2:19][CH2:18]1.CO.C(Cl)(Cl)Cl, predict the reaction product. The product is: [C:10]1([CH2:11][NH:12][C:13]([NH:15][CH2:16][CH:17]2[CH2:22][CH2:21][NH:20][CH2:19][CH2:18]2)=[S:14])[C:4]2[C:5](=[CH:6][CH:1]=[CH:2][CH:3]=2)[CH:7]=[CH:8][CH:9]=1.